This data is from Reaction yield outcomes from USPTO patents with 853,638 reactions. The task is: Predict the reaction yield, written as a fraction of the theoretical maximum amount of product (1.0 means a 100% yield; for example, 0.34 means a 34% yield). (1) The reactants are [C:1]([C:3]1[CH:4]=[C:5]([CH:8]=[CH:9][CH:10]=1)[CH:6]=[O:7])#[N:2].C(OC1C=C(C=C(OCC2C=CC=CC=2)C=1)CN)C1C=CC=CC=1. No catalyst specified. The product is [OH:7][CH2:6][C:5]1[CH:4]=[C:3]([CH:10]=[CH:9][CH:8]=1)[CH2:1][NH2:2]. The yield is 0.660. (2) The catalyst is CO. The yield is 0.610. The product is [O:13]=[C:12]([CH:14]=[CH:1][CH:2]=[CH:3][C:4]1[CH:9]=[CH:8][CH:7]=[CH:6][CH:5]=1)[C:11]([O-:16])=[O:15].[K+:18]. The reactants are [CH:1](=O)/[CH:2]=[CH:3]/[C:4]1[CH:9]=[CH:8][CH:7]=[CH:6][CH:5]=1.[C:11]([OH:16])(=[O:15])[C:12]([CH3:14])=[O:13].[OH-].[K+:18].